This data is from CYP2D6 inhibition data for predicting drug metabolism from PubChem BioAssay. The task is: Regression/Classification. Given a drug SMILES string, predict its absorption, distribution, metabolism, or excretion properties. Task type varies by dataset: regression for continuous measurements (e.g., permeability, clearance, half-life) or binary classification for categorical outcomes (e.g., BBB penetration, CYP inhibition). Dataset: cyp2d6_veith. The drug is CCc1ccc(-c2cc(C(F)(F)F)n3nc(C(=O)Nc4cnn(Cc5ccccc5C)c4)cc3n2)s1. The result is 0 (non-inhibitor).